Dataset: Full USPTO retrosynthesis dataset with 1.9M reactions from patents (1976-2016). Task: Predict the reactants needed to synthesize the given product. (1) Given the product [C:23]([C:22]1[CH:25]=[CH:26][CH:27]=[CH:28][C:21]=1[C:19]1[S:20][C:16]([CH2:15][C:12]2[C:13](=[O:14])[N:8]([C@H:5]3[CH2:6][CH2:7][C@H:2]([O:1][CH2:37][C:38]([O:40][CH2:41][CH3:42])=[O:39])[CH2:3][CH2:4]3)[C:9]3[N:10]([N:32]=[CH:33][N:34]=3)[C:11]=2[CH2:29][CH2:30][CH3:31])=[CH:17][CH:18]=1)#[N:24], predict the reactants needed to synthesize it. The reactants are: [OH:1][C@H:2]1[CH2:7][CH2:6][C@H:5]([N:8]2[C:13](=[O:14])[C:12]([CH2:15][C:16]3[S:20][C:19]([C:21]4[CH:28]=[CH:27][CH:26]=[CH:25][C:22]=4[C:23]#[N:24])=[CH:18][CH:17]=3)=[C:11]([CH2:29][CH2:30][CH3:31])[N:10]3[N:32]=[CH:33][N:34]=[C:9]23)[CH2:4][CH2:3]1.[N+](=[CH:37][C:38]([O:40][CH2:41][CH3:42])=[O:39])=[N-]. (2) Given the product [N:36]1([CH2:32][C:30]2[CH:29]=[N:28][N:27]([C:25]3[C:24]([CH3:34])=[CH:23][N:22]=[C:21]([NH:20][C:6]4[C:5]([O:4][CH:1]([CH3:2])[CH3:3])=[CH:10][C:9]([N:11]5[CH2:12][CH2:13][O:14][CH2:15][CH2:16]5)=[C:8]([NH:17][C:5](=[O:4])[CH:6]=[CH2:7])[CH:7]=4)[N:26]=3)[CH:31]=2)[CH2:39][CH2:38][CH2:37]1, predict the reactants needed to synthesize it. The reactants are: [CH:1]([O:4][C:5]1[CH:10]=[C:9]([N:11]2[CH2:16][CH2:15][O:14][CH2:13][CH2:12]2)[C:8]([N+:17]([O-])=O)=[CH:7][C:6]=1[NH:20][C:21]1[N:26]=[C:25]([N:27]2[CH:31]=[C:30]([CH:32]=O)[CH:29]=[N:28]2)[C:24]([CH3:34])=[CH:23][N:22]=1)([CH3:3])[CH3:2].Cl.[NH:36]1[CH2:39][CH2:38][CH2:37]1. (3) Given the product [C:63]([O:67][C:68]([NH:69][CH2:70][C:71]1[N:72]=[N:73][N:74]([CH2:76][C@@H:77]2[C@H:80]([NH:81][C:13](=[O:15])/[C:12](=[N:11]\[O:10][C:7]([CH3:8])([CH3:9])[C:6]([O:5][C:1]([CH3:4])([CH3:3])[CH3:2])=[O:29])/[C:16]3[N:17]=[C:18]([NH:21][C:22]([O:24][C:25]([CH3:26])([CH3:27])[CH3:28])=[O:23])[S:19][CH:20]=3)[C:79](=[O:82])[NH:78]2)[N:75]=1)=[O:83])([CH3:66])([CH3:64])[CH3:65], predict the reactants needed to synthesize it. The reactants are: [C:1]([O:5][C:6](=[O:29])[C:7]([O:10]/[N:11]=[C:12](/[C:16]1[N:17]=[C:18]([NH:21][C:22]([O:24][C:25]([CH3:28])([CH3:27])[CH3:26])=[O:23])[S:19][CH:20]=1)\[C:13]([OH:15])=O)([CH3:9])[CH3:8])([CH3:4])([CH3:3])[CH3:2].CCN(C(C)C)C(C)C.CN(C(ON1N=NC2C=CC=NC1=2)=[N+](C)C)C.F[P-](F)(F)(F)(F)F.[C:63]([O:67][C:68](=[O:83])[NH:69][CH2:70][C:71]1[N:72]=[N:73][N:74]([CH2:76][C@@H:77]2[C@H:80]([NH2:81])[C:79](=[O:82])[NH:78]2)[N:75]=1)([CH3:66])([CH3:65])[CH3:64]. (4) Given the product [CH2:9]([S:8][C:5]1[CH:6]=[CH:7][C:2]([Mg:11][Br:12])=[CH:3][CH:4]=1)[CH3:10], predict the reactants needed to synthesize it. The reactants are: Br[C:2]1[CH:7]=[CH:6][C:5]([S:8][CH2:9][CH3:10])=[CH:4][CH:3]=1.[Mg:11].[Br:12]CCBr. (5) Given the product [OH:17][C:7]1([C:3]2[N:2]=[N:1][CH:6]=[CH:5][CH:4]=2)[CH2:16][CH2:15][C:10](=[O:11])[CH2:9][CH2:8]1, predict the reactants needed to synthesize it. The reactants are: [N:1]1[CH:6]=[CH:5][CH:4]=[C:3]([C:7]2([OH:17])[CH2:16][CH2:15][C:10]3(OCC[O:11]3)[CH2:9][CH2:8]2)[N:2]=1.Cl. (6) Given the product [CH:28]1([CH2:32][N:1]2[CH:5]=[CH:4][C:3]([C:6]3[CH:7]=[C:8]([C:12]4[N:17]5[N:18]=[CH:19][C:20]([C:21]([C:23]6[S:24][CH:25]=[CH:26][CH:27]=6)=[O:22])=[C:16]5[N:15]=[CH:14][CH:13]=4)[CH:9]=[CH:10][CH:11]=3)=[N:2]2)[CH2:31][CH2:30][CH2:29]1, predict the reactants needed to synthesize it. The reactants are: [NH:1]1[CH:5]=[CH:4][C:3]([C:6]2[CH:7]=[C:8]([C:12]3[N:17]4[N:18]=[CH:19][C:20]([C:21]([C:23]5[S:24][CH:25]=[CH:26][CH:27]=5)=[O:22])=[C:16]4[N:15]=[CH:14][CH:13]=3)[CH:9]=[CH:10][CH:11]=2)=[N:2]1.[CH:28]1([CH2:32]Br)[CH2:31][CH2:30][CH2:29]1. (7) Given the product [Si:1]([O:8][C@H:9]1[CH2:18][C:17]([CH3:19])([CH3:20])[CH2:16][C:15]2[N:14]=[C:13]([CH:21]([CH3:22])[CH3:23])[C:12]([C@H:24]([C:34]3[CH:35]=[CH:36][C:31]([C:28]([F:30])([F:27])[CH3:29])=[CH:32][CH:33]=3)[OH:25])=[C:11]([I:26])[C:10]1=2)([C:4]([CH3:5])([CH3:6])[CH3:7])([CH3:3])[CH3:2], predict the reactants needed to synthesize it. The reactants are: [Si:1]([O:8][C@H:9]1[CH2:18][C:17]([CH3:20])([CH3:19])[CH2:16][C:15]2[N:14]=[C:13]([CH:21]([CH3:23])[CH3:22])[C:12]([CH:24]=[O:25])=[C:11]([I:26])[C:10]1=2)([C:4]([CH3:7])([CH3:6])[CH3:5])([CH3:3])[CH3:2].[F:27][C:28]([C:31]1[CH:36]=[CH:35][C:34](I)=[CH:33][CH:32]=1)([F:30])[CH3:29]. (8) Given the product [CH2:1]([N:8]1[C:16]2[C:11](=[CH:12][CH:13]=[CH:14][CH:15]=2)[C:10]([C:17]2[CH:18]=[CH:19][C:20]([C:23]([OH:25])=[O:24])=[CH:21][CH:22]=2)=[N:9]1)[C:2]1[CH:7]=[CH:6][CH:5]=[CH:4][CH:3]=1, predict the reactants needed to synthesize it. The reactants are: [CH2:1]([N:8]1[C:16]2[C:11](=[CH:12][CH:13]=[CH:14][CH:15]=2)[C:10]([C:17]2[CH:22]=[CH:21][C:20]([C:23]([O:25]CC)=[O:24])=[CH:19][CH:18]=2)=[N:9]1)[C:2]1[CH:7]=[CH:6][CH:5]=[CH:4][CH:3]=1.[OH-].[Na+].Cl. (9) The reactants are: Br[C:2]1[C:3](=O)[CH2:4][CH2:5][CH2:6][C:7]=1[O:8]C.[CH3:11][C:12]([C:15]([NH2:17])=[NH:16])([CH3:14])[CH3:13].Cl.C(=O)([O-])[O-].[K+].[K+]. Given the product [CH3:11][C:12]([C:15]1[NH:17][C:3]2[CH2:4][CH2:5][CH2:6][C:7](=[O:8])[C:2]=2[N:16]=1)([CH3:14])[CH3:13], predict the reactants needed to synthesize it.